This data is from Buchwald-Hartwig C-N cross coupling reaction yields with 55,370 reactions. The task is: Predict the reaction yield, written as a fraction of the theoretical maximum amount of product (1.0 means a 100% yield; for example, 0.34 means a 34% yield). (1) The reactants are FC(F)(F)c1ccc(Cl)cc1.Cc1ccc(N)cc1.O=S(=O)(O[Pd]1c2ccccc2-c2ccccc2N~1)C(F)(F)F.COc1ccc(OC)c(P(C(C)(C)C)C(C)(C)C)c1-c1c(C(C)C)cc(C(C)C)cc1C(C)C.CN(C)C(=NC(C)(C)C)N(C)C.c1ccc2oncc2c1. No catalyst specified. The product is Cc1ccc(Nc2ccc(C(F)(F)F)cc2)cc1. The yield is 0.161. (2) The reactants are FC(F)(F)c1ccc(Br)cc1.Cc1ccc(N)cc1.O=S(=O)(O[Pd]1c2ccccc2-c2ccccc2N~1)C(F)(F)F.CC(C)c1cc(C(C)C)c(-c2ccccc2P(C2CCCCC2)C2CCCCC2)c(C(C)C)c1.CN(C)C(=NC(C)(C)C)N(C)C.c1ccc(-c2ccon2)cc1. No catalyst specified. The product is Cc1ccc(Nc2ccc(C(F)(F)F)cc2)cc1. The yield is 0.357.